From a dataset of Drug-target binding data from BindingDB using IC50 measurements. Regression. Given a target protein amino acid sequence and a drug SMILES string, predict the binding affinity score between them. We predict pIC50 (pIC50 = -log10(IC50 in M); higher means more potent). Dataset: bindingdb_ic50. (1) The pIC50 is 4.7. The compound is Cc1nc(N=Nc2ccc(S(=O)(=O)O)cc2S(=O)(=O)O)c(COP(=O)(O)O)c(C=O)c1O. The target protein sequence is MAGCCSVLRAFLFEYDTPRIVLIRSRKVGLMNRVVQLLILAYVIGWVFVWEKGYQETDSVVSSVTTKAKGVAVTNTSQLGFRIWDVADYVVPAQEENSLFIMTNMIVTVNQTQGTCPEIPDKTSICDSDANCTLGSSDTHSSGIGTGRCVPFNASVKTCEVAAWCPVENDAGVPTPAFLKAAENFTLLVKNNIWYPKFNFSKRNILPNITTSYLKSCIYNARTDPFCPIFRLGQIVADAGHSFQEMAVEGGIMGIQIKWDCNLDRAASHCLPRYSFRRLDTRDLEHNVSHGYNFRFAKYYRDLAGNEQRTLTKAYGIRFDIIVFGKAGKFDIIPTMINVGSGLALLGVATVLCDVIVLYCMKKRYYYRDKKYKYVEDYEQGLSGETDQ. (2) The drug is CC1=C[C@](C)(O)[C@H](/C(C)=C/C=C/C=C/C=C/[C@]2(C)[C@H]3OC(=O)[C@]2(C)C(=O)[C@@H]3C)O[C@H]1C. The target protein sequence is MLAVAPRMLVTYSLLLLSGMIEGAHSKEPIGGTLNGSRRRSEGEHLQYPAADEPVIVVGGGLAGLSAALEAVHEGASVILIEAEKNVGGNSAKASSGMAACNTEAQRVHHINDSTDRFYSDTMTAGDRENDPILVDQLVHQSADAFSFLVSHGADLSDVVLAGGHSVKRVHRNTPVKEGRAVNVGYAIISAVRDQLNRHAEQDPDKVKIMLGTEVIGLVTWNDFVTGVRVRKGDSRIEEISGKAVVLATGGFSNDRNVQGSLLAEFAPEKLKFPTTNGPWASGRGVKMARAMGAALVGMSDVQVHPTAFVDPKDPNATTKFLAAEALRGKGAILLNEKGERFGNELGRRDYLTDRILTSCAEDSQAGGAHTALMLMTDQSADDFGRASFGFYANVKGFFKKFNNVAELANYMNVDEAKLRKTLTDYNKYVTSTEENKKDEFGKVFFPASFNPDAVIYAAKITPAIHYTMGGLKIDKQAFVFNEFAQKPFRGLLAAGEVTG.... The pIC50 is 6.1. (3) The compound is Cc1cc(-c2ccc(CNC(=O)c3ccc4c(c3)C(=O)c3ccccc3-4)cc2)ccn1. The target protein (Q9JJJ7) has sequence MATFSRQEFFQQLLQGCLLPTVQQGLDQIWLLLTICFACRLLWRLGLPSYLKHASTVAGGFFSLYHFFQLHMVWVVLLSLLCYLVLFLCRHSSHRGVFLSVTILIYLLMGEMHMVDTVTWHKMRGAQMIVAMKAVSLGFDLDRGEVGAVPSPVEFMGYLYFVGTIVFGPWISFHSYLQAVQGRPLSRRWLKKVARSLALALLCLVLSTCVGPYLFPYFIPLDGDRLLRNKKRKARGTMVRWLRAYESAVSFHFSNYFVGFLSEATATLAGAGFTEEKDHLEWDLTVSRPLNVELPRSMVEVVTSWNLPMSYWLNNYVFKNALRLGTFSAVLVTYAASALLHGFSFHLAAVLLSLAFITYVEHVLRKRLAQILSACILSKRCLPDCSHRHRLGLGVRALNLLFGALAIFHLSYLGSLFDVDVDDTTEEQGYGMAYTVHKWSELSWASHWVTFGCWIFYRLIG. The pIC50 is 7.1. (4) The drug is COC(=O)C(C)c1ccc(-c2ccccc2)cc1. The target protein (P05979) has sequence MSRQSISLRFPLLLLLLSPSPVFSADPGAPAPVNPCCYYPCQHQGICVRFGLDRYQCDCTRTGYSGPNCTIPEIWTWLRTTLRPSPSFIHFLLTHGRWLWDFVNATFIRDTLMRLVLTVRSNLIPSPPTYNIAHDYISWESFSNVSYYTRILPSVPRDCPTPMDTKGKKQLPDAEFLSRRFLLRRKFIPDPQSTNLMFAFFAQHFTHQFFKTSGKMGPGFTKALGHGVDLGHIYGDNLERQYQLRLFKDGKLKYQMLNGEVYPPSVEEAPVLMHYPRGIPPQSQMAVGQEVFGLLPGLMLYATIWLREHNRVCDLLKAEHPTWGDEQLFQTARLILIGETIKIVIEEYVQQLSGYFLQLKFDPELLFGAQFQYRNRIAMEFNQLYHWHPLMPDSFRVGPQDYSYEQFLFNTSMLVDYGVEALVDAFSRQPAGRIGGGRNIDHHILHVAVDVIKESRVLRLQPFNEYRKRFGMKPYTSFQELTGEKEMAAELEELYGDIDA.... The pIC50 is 4.5.